This data is from NCI-60 drug combinations with 297,098 pairs across 59 cell lines. The task is: Regression. Given two drug SMILES strings and cell line genomic features, predict the synergy score measuring deviation from expected non-interaction effect. (1) Drug 1: CC12CCC(CC1=CCC3C2CCC4(C3CC=C4C5=CN=CC=C5)C)O. Drug 2: C1=CN(C=N1)CC(O)(P(=O)(O)O)P(=O)(O)O. Cell line: 786-0. Synergy scores: CSS=35.8, Synergy_ZIP=-4.41, Synergy_Bliss=-2.75, Synergy_Loewe=-10.0, Synergy_HSA=-1.56. (2) Drug 1: CCC1(CC2CC(C3=C(CCN(C2)C1)C4=CC=CC=C4N3)(C5=C(C=C6C(=C5)C78CCN9C7C(C=CC9)(C(C(C8N6C=O)(C(=O)OC)O)OC(=O)C)CC)OC)C(=O)OC)O.OS(=O)(=O)O. Drug 2: CC(C)(C#N)C1=CC(=CC(=C1)CN2C=NC=N2)C(C)(C)C#N. Cell line: SW-620. Synergy scores: CSS=21.0, Synergy_ZIP=-1.37, Synergy_Bliss=1.84, Synergy_Loewe=-8.05, Synergy_HSA=2.30. (3) Drug 1: CC12CCC3C(C1CCC2=O)CC(=C)C4=CC(=O)C=CC34C. Drug 2: CCCS(=O)(=O)NC1=C(C(=C(C=C1)F)C(=O)C2=CNC3=C2C=C(C=N3)C4=CC=C(C=C4)Cl)F. Cell line: U251. Synergy scores: CSS=65.6, Synergy_ZIP=-0.215, Synergy_Bliss=2.15, Synergy_Loewe=2.37, Synergy_HSA=2.85. (4) Drug 1: CCN(CC)CCNC(=O)C1=C(NC(=C1C)C=C2C3=C(C=CC(=C3)F)NC2=O)C. Drug 2: C1=NC2=C(N1)C(=S)N=CN2. Cell line: HCC-2998. Synergy scores: CSS=14.8, Synergy_ZIP=5.39, Synergy_Bliss=5.48, Synergy_Loewe=-18.3, Synergy_HSA=-2.53. (5) Drug 1: CC1=C2C(C(=O)C3(C(CC4C(C3C(C(C2(C)C)(CC1OC(=O)C(C(C5=CC=CC=C5)NC(=O)OC(C)(C)C)O)O)OC(=O)C6=CC=CC=C6)(CO4)OC(=O)C)OC)C)OC. Drug 2: CNC(=O)C1=NC=CC(=C1)OC2=CC=C(C=C2)NC(=O)NC3=CC(=C(C=C3)Cl)C(F)(F)F. Cell line: NCI-H460. Synergy scores: CSS=74.9, Synergy_ZIP=6.14, Synergy_Bliss=3.83, Synergy_Loewe=2.21, Synergy_HSA=5.34. (6) Drug 1: CC1CCC2CC(C(=CC=CC=CC(CC(C(=O)C(C(C(=CC(C(=O)CC(OC(=O)C3CCCCN3C(=O)C(=O)C1(O2)O)C(C)CC4CCC(C(C4)OC)OCCO)C)C)O)OC)C)C)C)OC. Drug 2: CCN(CC)CCCC(C)NC1=C2C=C(C=CC2=NC3=C1C=CC(=C3)Cl)OC. Cell line: HCT116. Synergy scores: CSS=29.4, Synergy_ZIP=3.15, Synergy_Bliss=4.87, Synergy_Loewe=3.34, Synergy_HSA=5.99. (7) Drug 1: CC1=CC=C(C=C1)C2=CC(=NN2C3=CC=C(C=C3)S(=O)(=O)N)C(F)(F)F. Drug 2: C1=CN(C(=O)N=C1N)C2C(C(C(O2)CO)O)O.Cl. Cell line: HCT-15. Synergy scores: CSS=32.5, Synergy_ZIP=-7.42, Synergy_Bliss=-6.30, Synergy_Loewe=-26.7, Synergy_HSA=-4.07. (8) Drug 1: CCC(=C(C1=CC=CC=C1)C2=CC=C(C=C2)OCCN(C)C)C3=CC=CC=C3.C(C(=O)O)C(CC(=O)O)(C(=O)O)O. Drug 2: CCN(CC)CCNC(=O)C1=C(NC(=C1C)C=C2C3=C(C=CC(=C3)F)NC2=O)C. Cell line: SW-620. Synergy scores: CSS=3.04, Synergy_ZIP=-0.0466, Synergy_Bliss=0.969, Synergy_Loewe=-2.27, Synergy_HSA=-1.87.